From a dataset of Forward reaction prediction with 1.9M reactions from USPTO patents (1976-2016). Predict the product of the given reaction. (1) Given the reactants [NH2:1][CH2:2][CH2:3][N:4]([CH2:20][CH2:21][NH2:22])[C:5](=[O:19])[C:6]1[C:14]([I:15])=[C:13]([NH2:16])[C:12]([I:17])=[C:8]([C:9]([OH:11])=[O:10])[C:7]=1[I:18].[Br:23][CH2:24][C:25](Br)=[O:26], predict the reaction product. The product is: [Br:23][CH2:24][C:25]([NH:1][CH2:2][CH2:3][N:4]([CH2:20][CH2:21][NH:22][C:25](=[O:26])[CH2:24][Br:23])[C:5](=[O:19])[C:6]1[C:14]([I:15])=[C:13]([NH:16][C:25](=[O:26])[CH2:24][Br:23])[C:12]([I:17])=[C:8]([C:9]([OH:11])=[O:10])[C:7]=1[I:18])=[O:26]. (2) Given the reactants [Cl:1][C:2]1[CH:9]=[C:8]([N:10]([CH2:16][C:17]2[CH:22]=[CH:21][CH:20]=[CH:19][C:18]=2[Cl:23])[C@H:11]2[CH2:15][CH2:14][NH:13][CH2:12]2)[CH:7]=[CH:6][C:3]=1[C:4]#[N:5].[Cl:24][C:25]1[CH:26]=[C:27]([S:31](Cl)(=[O:33])=[O:32])[S:28][C:29]=1[Cl:30], predict the reaction product. The product is: [Cl:1][C:2]1[CH:9]=[C:8]([N:10]([CH2:16][C:17]2[CH:22]=[CH:21][CH:20]=[CH:19][C:18]=2[Cl:23])[C@H:11]2[CH2:15][CH2:14][N:13]([S:31]([C:27]3[S:28][C:29]([Cl:30])=[C:25]([Cl:24])[CH:26]=3)(=[O:33])=[O:32])[CH2:12]2)[CH:7]=[CH:6][C:3]=1[C:4]#[N:5]. (3) Given the reactants [CH2:1]([S:3][C:4]1[S:8][C:7]([SH:9])=[N:6][N:5]=1)[CH3:2].[H-].[Na+].Cl[C:13]1[C:14]([C:19]#[N:20])=[N:15][CH:16]=[CH:17][N:18]=1, predict the reaction product. The product is: [CH2:1]([S:3][C:4]1[S:8][C:7]([S:9][C:13]2[C:14]([C:19]#[N:20])=[N:15][CH:16]=[CH:17][N:18]=2)=[N:6][N:5]=1)[CH3:2]. (4) Given the reactants [OH:1][C:2]1[CH:11]=[C:10]2[C:5]([CH:6]=[C:7]([C:13]3[CH:18]=[CH:17][C:16]([O:19]C)=[CH:15][CH:14]=3)[C:8](=[O:12])[O:9]2)=[CH:4][CH:3]=1.B(Br)(Br)Br, predict the reaction product. The product is: [OH:1][C:2]1[CH:11]=[C:10]2[C:5]([CH:6]=[C:7]([C:13]3[CH:18]=[CH:17][C:16]([OH:19])=[CH:15][CH:14]=3)[C:8](=[O:12])[O:9]2)=[CH:4][CH:3]=1.